Dataset: Reaction yield outcomes from USPTO patents with 853,638 reactions. Task: Predict the reaction yield, written as a fraction of the theoretical maximum amount of product (1.0 means a 100% yield; for example, 0.34 means a 34% yield). The reactants are [CH3:1][S:2]([C:5]1[CH:6]=[C:7]([CH2:11][C:12]([OH:14])=O)[CH:8]=[CH:9][CH:10]=1)(=[O:4])=[O:3].CCN=C=NCCCN(C)C.Cl.[NH2:27][C:28]1[CH:33]=[C:32]([Cl:34])[CH:31]=[CH:30][C:29]=1[C:35]1[NH:39][C:38](=[O:40])[O:37][N:36]=1. The catalyst is ClCCl.CN(C1C=CN=CC=1)C. The product is [Cl:34][C:32]1[CH:31]=[CH:30][C:29]([C:35]2[NH:39][C:38](=[O:40])[O:37][N:36]=2)=[C:28]([NH:27][C:12](=[O:14])[CH2:11][C:7]2[CH:8]=[CH:9][CH:10]=[C:5]([S:2]([CH3:1])(=[O:3])=[O:4])[CH:6]=2)[CH:33]=1. The yield is 0.310.